Predict the reaction yield, written as a fraction of the theoretical maximum amount of product (1.0 means a 100% yield; for example, 0.34 means a 34% yield). From a dataset of Reaction yield outcomes from USPTO patents with 853,638 reactions. (1) The reactants are [F:1][CH:2]([F:22])[C@:3]1([C:12]2[CH:17]=[C:16]([N+:18]([O-:20])=[O:19])[CH:15]=[CH:14][C:13]=2[F:21])[NH:8][C:7](=O)[CH2:6][CH2:5][C:4]1([F:11])[F:10].COC1C=CC(P2(SP(C3C=CC(OC)=CC=3)(=S)S2)=[S:32])=CC=1. The catalyst is C1(C)C=CC=CC=1. The product is [F:1][CH:2]([F:22])[C@:3]1([C:12]2[CH:17]=[C:16]([N+:18]([O-:20])=[O:19])[CH:15]=[CH:14][C:13]=2[F:21])[NH:8][C:7](=[S:32])[CH2:6][CH2:5][C:4]1([F:11])[F:10]. The yield is 0.954. (2) The yield is 0.310. The reactants are Br[C:2]1[CH:7]([O:8][CH:9]2[CH2:13][CH2:12][CH2:11][CH2:10]2)[NH:6][CH:5]=[C:4]([C:14]([O:16][CH3:17])=[O:15])[CH:3]=1.[N:18]1[CH:23]=[CH:22][C:21](B(O)O)=[CH:20][CH:19]=1.O. The catalyst is COCCOC.C1C=CC(P(C2C=CC=CC=2)[C-]2C=CC=C2)=CC=1.C1C=CC(P(C2C=CC=CC=2)[C-]2C=CC=C2)=CC=1.[Fe+2].Cl[Pd]Cl. The product is [CH:9]1([O:8][C:7]2[C:2]([C:21]3[CH:22]=[CH:23][N:18]=[CH:19][CH:20]=3)=[CH:3][C:4]([C:14]([O:16][CH3:17])=[O:15])=[CH:5][N:6]=2)[CH2:13][CH2:12][CH2:11][CH2:10]1. (3) The reactants are [NH:1]1[C:9]2[C:4](=[CH:5][CH:6]=[CH:7][CH:8]=2)[C:3]2([C:13]3=[CH:14][C:15]4[O:19][CH2:18][O:17][C:16]=4[CH:20]=[C:12]3[O:11][CH2:10]2)[C:2]1=[O:21].[Cl:22][C:23]1[S:27][C:26]([CH2:28]O)=[N:25][N:24]=1.C(P(CCCC)CCCC)CCC.CN(C)C(N=NC(N(C)C)=O)=O. The catalyst is O1CCCC1. The product is [Cl:22][C:23]1[S:27][C:26]([CH2:28][N:1]2[C:9]3[C:4](=[CH:5][CH:6]=[CH:7][CH:8]=3)[C:3]3([C:13]4=[CH:14][C:15]5[O:19][CH2:18][O:17][C:16]=5[CH:20]=[C:12]4[O:11][CH2:10]3)[C:2]2=[O:21])=[N:25][N:24]=1. The yield is 0.240. (4) The reactants are [Br:1][C:2]1[CH:7]=[CH:6][C:5]([CH2:8][OH:9])=[CH:4][C:3]=1[N+:10]([O-:12])=[O:11].[C:13]1(O)[CH:18]=[CH:17][CH:16]=[CH:15][CH:14]=1.C1(P(C2C=CC=CC=2)C2C=CC=CC=2)C=CC=CC=1.CC(OC(/N=N/C(OC(C)C)=O)=O)C. The catalyst is C1COCC1. The product is [Br:1][C:2]1[CH:7]=[CH:6][C:5]([CH2:8][O:9][C:13]2[CH:18]=[CH:17][CH:16]=[CH:15][CH:14]=2)=[CH:4][C:3]=1[N+:10]([O-:12])=[O:11]. The yield is 0.250. (5) The reactants are [NH:1]1[C:10]2[C:5](=[CH:6][CH:7]=[CH:8][CH:9]=2)[CH:4]=[CH:3][CH:2]1[C:11]([NH2:13])=[O:12].C1C2C(=CC=CC=2)C=CN1. No catalyst specified. The product is [CH:2]1([C:11]([NH2:13])=[O:12])[C:3]2[C:8](=[CH:7][CH:6]=[CH:5][CH:4]=2)[CH:9]=[CH:10][NH:1]1. The yield is 0.500. (6) The reactants are [CH2:1]([CH:3]([C:6]1[C:7]2[N:8]([CH:13]=[C:14]([CH3:16])[N:15]=2)[N:9]=[C:10]([CH3:12])[CH:11]=1)[CH2:4][CH3:5])[CH3:2].[Br:17][C:18]1[C:22]([Br:23])=[C:21](Br)[N:20]([CH3:25])[N:19]=1.C(=O)([O-])[O-].[Cs+].[Cs+]. The catalyst is CN(C=O)C. The product is [Br:23][C:22]1[C:18]([Br:17])=[N:19][N:20]([CH3:25])[C:21]=1[C:13]1[N:8]2[N:9]=[C:10]([CH3:12])[CH:11]=[C:6]([CH:3]([CH2:4][CH3:5])[CH2:1][CH3:2])[C:7]2=[N:15][C:14]=1[CH3:16]. The yield is 0.320. (7) The reactants are [CH3:1][O:2][CH2:3][CH2:4][CH2:5][N:6]1[C:14]2[C:9](=[CH:10][CH:11]=[C:12]([CH2:15][C@H:16]([CH:29]([CH3:31])[CH3:30])[CH2:17][C@H:18]([NH:21][C:22](=[O:28])[O:23][C:24]([CH3:27])([CH3:26])[CH3:25])[CH:19]=[O:20])[CH:13]=2)[CH:8]=[N:7]1.[CH2:32]1COCC1. No catalyst specified. The product is [CH3:1][O:2][CH2:3][CH2:4][CH2:5][N:6]1[C:14]2[C:9](=[CH:10][CH:11]=[C:12]([CH2:15][C@H:16]([CH:29]([CH3:31])[CH3:30])[CH2:17][C@H:18]([NH:21][C:22](=[O:28])[O:23][C:24]([CH3:26])([CH3:25])[CH3:27])[C@H:19]3[CH2:32][O:20]3)[CH:13]=2)[CH:8]=[N:7]1. The yield is 0.480. (8) The yield is 0.410. The product is [F:48][C:45]1[CH:46]=[CH:47][C:42]([CH2:41][N:18]2[C:19](=[O:40])[C:20]([CH2:25][C:26]3[CH:27]=[CH:28][C:29]([C:32]4[CH:37]=[CH:36][CH:35]=[CH:34][C:33]=4[C:38]4[NH:3][C:4](=[O:7])[O:5][N:39]=4)=[CH:30][CH:31]=3)=[C:21]([CH2:22][CH2:23][CH3:24])[N:16]3[N:15]=[C:14]([CH3:13])[N:49]=[C:17]23)=[CH:43][CH:44]=1. The reactants are [Cl-].O[NH3+:3].[C:4](=[O:7])([O-])[OH:5].[Na+].CS(C)=O.[CH3:13][C:14]1[N:49]=[C:17]2[N:18]([CH2:41][C:42]3[CH:47]=[CH:46][C:45]([F:48])=[CH:44][CH:43]=3)[C:19](=[O:40])[C:20]([CH2:25][C:26]3[CH:31]=[CH:30][C:29]([C:32]4[C:33]([C:38]#[N:39])=[CH:34][CH:35]=[CH:36][CH:37]=4)=[CH:28][CH:27]=3)=[C:21]([CH2:22][CH2:23][CH3:24])[N:16]2[N:15]=1. The catalyst is C(OCC)(=O)C.